Dataset: Reaction yield outcomes from USPTO patents with 853,638 reactions. Task: Predict the reaction yield, written as a fraction of the theoretical maximum amount of product (1.0 means a 100% yield; for example, 0.34 means a 34% yield). The reactants are [C-:1]#[N:2].[K+].C#N.S(=O)(=O)(O)O.O[C:12]([CH3:24])([CH3:23])[CH2:13][C:14]1[CH:15]=[CH:16][C:17]([O:21][CH3:22])=[C:18]([OH:20])[CH:19]=1.C(=O)([O-])[O-].[Na+].[Na+]. The catalyst is C(O)(=O)C. The product is [CH3:22][O:21][C:17]1[CH:16]=[C:15]2[C:14]([CH2:13][C:12]([CH3:24])([CH3:23])[N:2]=[CH:1]2)=[CH:19][C:18]=1[OH:20]. The yield is 0.300.